This data is from Reaction yield outcomes from USPTO patents with 853,638 reactions. The task is: Predict the reaction yield, written as a fraction of the theoretical maximum amount of product (1.0 means a 100% yield; for example, 0.34 means a 34% yield). (1) The reactants are Br[CH:2](Br)[C:3]1[N:4]([C:28]2[CH:33]=[CH:32][C:31]([O:34][CH3:35])=[CH:30][CH:29]=2)[C:5](=[O:27])[C:6]([CH2:12][C:13]2[CH:18]=[CH:17][C:16]([C:19]3[C:20]([C:25]#[N:26])=[CH:21][CH:22]=[CH:23][CH:24]=3)=[CH:15][CH:14]=2)=[C:7]([CH2:9][CH2:10][CH3:11])[N:8]=1.[F-:37].C([N+](CCCC)(CCCC)CCCC)CCC. The catalyst is O1CCCC1. The product is [F:37][CH2:2][C:3]1[N:4]([C:28]2[CH:33]=[CH:32][C:31]([O:34][CH3:35])=[CH:30][CH:29]=2)[C:5](=[O:27])[C:6]([CH2:12][C:13]2[CH:18]=[CH:17][C:16]([C:19]3[C:20]([C:25]#[N:26])=[CH:21][CH:22]=[CH:23][CH:24]=3)=[CH:15][CH:14]=2)=[C:7]([CH2:9][CH2:10][CH3:11])[N:8]=1. The yield is 0.270. (2) The reactants are Cl.[C:2]1([CH3:23])[CH:7]=[CH:6][CH:5]=[CH:4][C:3]=1[C@@H:8]1[NH:14][CH2:13][C:12]2[CH:15]=[CH:16][C:17]([C:19]([O:21][CH3:22])=[O:20])=[CH:18][C:11]=2[O:10][CH2:9]1.CCN(CC)CC.[O:31]1[CH2:36][CH2:35][CH:34]([C:37](O)=[O:38])[CH2:33][CH2:32]1. The catalyst is C(Cl)Cl. The product is [O:31]1[CH2:36][CH2:35][CH:34]([C:37]([N:14]2[CH2:13][C:12]3[CH:15]=[CH:16][C:17]([C:19]([O:21][CH3:22])=[O:20])=[CH:18][C:11]=3[O:10][CH2:9][C@@H:8]2[C:3]2[CH:4]=[CH:5][CH:6]=[CH:7][C:2]=2[CH3:23])=[O:38])[CH2:33][CH2:32]1. The yield is 0.184. (3) The yield is 0.870. The product is [CH:2]([C:3]1[N:8]=[C:7]([C:9]([O:11][CH3:12])=[O:10])[CH:6]=[CH:5][CH:4]=1)=[O:1]. The reactants are [OH:1][CH2:2][C:3]1[N:8]=[C:7]([C:9]([O:11][CH3:12])=[O:10])[CH:6]=[CH:5][CH:4]=1. The catalyst is ClCCl.[O-2].[O-2].[Mn+4]. (4) The reactants are [OH:1][CH2:2][C:3]1[CH:4]=[C:5]([OH:9])[CH:6]=[CH:7][CH:8]=1.Cl[C:11]1[CH:16]=[CH:15][C:14]([C:17]([F:20])([F:19])[F:18])=[CH:13][N:12]=1.C(=O)([O-])[O-].[K+].[K+]. The catalyst is CN(C)C=O. The product is [F:18][C:17]([F:20])([F:19])[C:14]1[CH:15]=[CH:16][C:11]([O:9][C:5]2[CH:4]=[C:3]([CH2:2][OH:1])[CH:8]=[CH:7][CH:6]=2)=[N:12][CH:13]=1. The yield is 0.530. (5) The reactants are [C:1]([NH:4][CH2:5][CH2:6][CH:7]1[C:15]2[C:10](=[CH:11][CH:12]=[C:13]([NH:17][C:18](=[O:23])[C:19]([F:22])([F:21])[F:20])[C:14]=2O)[CH2:9][CH2:8]1)(=[O:3])[CH3:2].C1(C)C=CC(S([O-])(=O)=O)=CC=1.[NH+]1C=CC=CC=1. The catalyst is C1(C)C(C)=CC=CC=1. The product is [F:21][C:19]([F:22])([F:20])[C:18]1[O:23][C:14]2[C:15]3[CH:7]([CH2:6][CH2:5][NH:4][C:1](=[O:3])[CH3:2])[CH2:8][CH2:9][C:10]=3[CH:11]=[CH:12][C:13]=2[N:17]=1. The yield is 0.650.